From a dataset of Full USPTO retrosynthesis dataset with 1.9M reactions from patents (1976-2016). Predict the reactants needed to synthesize the given product. (1) Given the product [F:54][C:53]([F:56])([F:55])[C:51]([OH:57])=[O:52].[O:26]1[CH2:27][CH2:28][N:23]([C:5]2[C:6]3[N:7]([CH:8]=[C:9](/[CH:11]=[CH:12]/[C:13]4[CH:22]=[CH:21][C:20]5[C:15](=[CH:16][CH:17]=[CH:18][CH:19]=5)[N:14]=4)[N:10]=3)[C:2]([C:39]3[CH:40]=[CH:41][C:36]([C:34]([OH:35])=[O:33])=[CH:37][CH:38]=3)=[CH:3][N:4]=2)[CH2:24][CH2:25]1, predict the reactants needed to synthesize it. The reactants are: Br[C:2]1[N:7]2[CH:8]=[C:9](/[CH:11]=[CH:12]/[C:13]3[CH:22]=[CH:21][C:20]4[C:15](=[CH:16][CH:17]=[CH:18][CH:19]=4)[N:14]=3)[N:10]=[C:6]2[C:5]([N:23]2[CH2:28][CH2:27][O:26][CH2:25][CH2:24]2)=[N:4][CH:3]=1.C([O:33][C:34]([C:36]1[CH:41]=[CH:40][C:39](B2OC(C)(C)C(C)(C)O2)=[CH:38][CH:37]=1)=[O:35])(C)(C)C.[C:51]([OH:57])([C:53]([F:56])([F:55])[F:54])=[O:52]. (2) The reactants are: C([O:3][C:4](=[O:17])[CH2:5][C:6]1[C:14]2[C:9](=[CH:10][CH:11]=[C:12]([F:15])[CH:13]=2)[NH:8][C:7]=1[CH3:16])C.[H-].[Na+].Br[CH2:21][C:22]1[CH:27]=[CH:26][C:25]([S:28]([N:31]([CH:33]2[CH2:38][CH2:37][CH2:36][CH2:35][CH2:34]2)[CH3:32])(=[O:30])=[O:29])=[CH:24][CH:23]=1.Cl. Given the product [CH:33]1([N:31]([CH3:32])[S:28]([C:25]2[CH:26]=[CH:27][C:22]([CH2:21][N:8]3[C:9]4[C:14](=[CH:13][C:12]([F:15])=[CH:11][CH:10]=4)[C:6]([CH2:5][C:4]([OH:3])=[O:17])=[C:7]3[CH3:16])=[CH:23][CH:24]=2)(=[O:30])=[O:29])[CH2:38][CH2:37][CH2:36][CH2:35][CH2:34]1, predict the reactants needed to synthesize it. (3) Given the product [NH:25]1[CH2:24][CH2:23][CH:22]([CH2:21][N:20]2[C:15]3[C:16](=[N:17][C:12]([C:10]4[CH:9]=[N:8][N:7]([CH:2]5[CH2:3][CH2:4][CH2:5][CH2:6][O:1]5)[CH:11]=4)=[CH:13][CH:14]=3)[CH:18]=[CH:19]2)[CH2:27][CH2:26]1, predict the reactants needed to synthesize it. The reactants are: [O:1]1[CH2:6][CH2:5][CH2:4][CH2:3][CH:2]1[N:7]1[CH:11]=[C:10]([C:12]2[N:17]=[C:16]3[CH:18]=[CH:19][N:20]([CH2:21][CH:22]4[CH2:27][CH2:26][N:25](C(OCC5C=CC=CC=5)=O)[CH2:24][CH2:23]4)[C:15]3=[CH:14][CH:13]=2)[CH:9]=[N:8]1.CO.ClCCl. (4) Given the product [C:20]1([C:19]([C:26]2[CH:27]=[CH:28][CH:29]=[CH:30][CH:31]=2)([C:32]2[CH:33]=[CH:34][CH:35]=[CH:36][CH:37]=2)[N:4]2[C:5]([CH2:6][CH2:7][CH2:8][CH2:9][C:10]#[N:11])=[N:1][N:2]=[N:3]2)[CH:21]=[CH:22][CH:23]=[CH:24][CH:25]=1, predict the reactants needed to synthesize it. The reactants are: [NH:1]1[C:5]([CH2:6][CH2:7][CH2:8][CH2:9][C:10]#[N:11])=[N:4][N:3]=[N:2]1.C(N(CC)CC)C.[C:19](Cl)([C:32]1[CH:37]=[CH:36][CH:35]=[CH:34][CH:33]=1)([C:26]1[CH:31]=[CH:30][CH:29]=[CH:28][CH:27]=1)[C:20]1[CH:25]=[CH:24][CH:23]=[CH:22][CH:21]=1.C(=O)(O)[O-].[Na+]. (5) Given the product [C:22]([O:26][C:27]([C:29]1[CH:34]=[C:33]([C:2]2[CH:20]=[CH:19][C:5]([CH2:6][CH:7]3[CH2:11][CH2:10][N:9]([CH:12]4[CH2:17][CH2:16][CH2:15][CH2:14][CH2:13]4)[C:8]3=[O:18])=[C:4]([Cl:21])[CH:3]=2)[CH:32]=[CH:31][CH:30]=1)=[O:28])([CH3:25])([CH3:23])[CH3:24], predict the reactants needed to synthesize it. The reactants are: Br[C:2]1[CH:20]=[CH:19][C:5]([CH2:6][CH:7]2[CH2:11][CH2:10][N:9]([CH:12]3[CH2:17][CH2:16][CH2:15][CH2:14][CH2:13]3)[C:8]2=[O:18])=[C:4]([Cl:21])[CH:3]=1.[C:22]([O:26][C:27]([C:29]1[CH:30]=[C:31](B(O)O)[CH:32]=[CH:33][CH:34]=1)=[O:28])([CH3:25])([CH3:24])[CH3:23]. (6) Given the product [N:22]1([C:28]2[CH:29]=[CH:30][C:31]([NH:32][S:2]([C:5]3[CH:14]=[CH:13][C:12]4[NH:11][C:10](=[O:15])[C:9]5[NH:16][CH:17]=[CH:18][C:8]=5[C:7]=4[CH:6]=3)(=[O:3])=[O:4])=[CH:33][CH:34]=2)[CH2:23][CH2:24][O:25][CH2:26][CH2:27]1.[CH2:18]([C:19]([O-:21])=[O:20])[CH3:17], predict the reactants needed to synthesize it. The reactants are: Cl[S:2]([C:5]1[CH:14]=[CH:13][C:12]2[NH:11][C:10](=[O:15])[C:9]3[NH:16][CH:17]=[C:18]([C:19]([OH:21])=[O:20])[C:8]=3[C:7]=2[CH:6]=1)(=[O:4])=[O:3].[N:22]1([C:28]2[CH:34]=[CH:33][C:31]([NH2:32])=[CH:30][CH:29]=2)[CH2:27][CH2:26][O:25][CH2:24][CH2:23]1. (7) Given the product [ClH:30].[OH:23][NH:22][C:20]([C:14]1[CH:13]=[C:12]2[C:17]([CH2:18][CH2:19][N:10]([C:8](=[O:9])[CH2:7][C:3]3[CH:2]=[N:1][CH:6]=[CH:5][CH:4]=3)[CH2:11]2)=[CH:16][CH:15]=1)=[O:21], predict the reactants needed to synthesize it. The reactants are: [N:1]1[CH:6]=[CH:5][CH:4]=[C:3]([CH2:7][C:8]([N:10]2[CH2:19][CH2:18][C:17]3[C:12](=[CH:13][C:14]([C:20]([NH:22][O:23]C4CCCCO4)=[O:21])=[CH:15][CH:16]=3)[CH2:11]2)=[O:9])[CH:2]=1.[ClH:30]. (8) Given the product [Br:26][CH2:14][C:10]1[CH:9]=[C:8]([C:5]2[CH:6]=[CH:7][C:2]([Cl:1])=[C:3]([C:15]([O:17][CH3:18])=[O:16])[CH:4]=2)[CH:13]=[CH:12][CH:11]=1, predict the reactants needed to synthesize it. The reactants are: [Cl:1][C:2]1[CH:7]=[CH:6][C:5]([C:8]2[CH:13]=[CH:12][CH:11]=[C:10]([CH3:14])[CH:9]=2)=[CH:4][C:3]=1[C:15]([O:17][CH3:18])=[O:16].C1C(=O)N([Br:26])C(=O)C1.CC(N=NC(C#N)(C)C)(C#N)C. (9) Given the product [ClH:36].[CH3:34][O:33][C:30]1[N:29]=[CH:28][C:27]([N:18]2[C:19]([C:21]3[CH:22]=[CH:23][CH:24]=[CH:25][CH:26]=3)=[CH:20][C:16]([C:14]([N:11]3[CH2:12][CH2:13][NH:8][CH2:9][CH2:10]3)=[O:15])=[N:17]2)=[CH:32][CH:31]=1, predict the reactants needed to synthesize it. The reactants are: C(OC([N:8]1[CH2:13][CH2:12][N:11]([C:14]([C:16]2[CH:20]=[C:19]([C:21]3[CH:26]=[CH:25][CH:24]=[CH:23][CH:22]=3)[N:18]([C:27]3[CH:28]=[N:29][C:30]([O:33][CH3:34])=[CH:31][CH:32]=3)[N:17]=2)=[O:15])[CH2:10][CH2:9]1)=O)(C)(C)C.C(Cl)[Cl:36]. (10) Given the product [C:1]([O:5][C:6]([N:8]1[C@H:9]([CH2:14][C:15]2[CH:16]=[CH:17][C:18]([C:21]3[CH:22]=[CH:23][CH:24]=[CH:25][CH:26]=3)=[CH:19][CH:20]=2)[CH2:10]/[C:11](=[CH:49]\[N:50]([CH:45]([CH3:47])[CH3:48])[CH:55]([CH3:56])[CH3:54])/[C:12]1=[O:13])=[O:7])([CH3:4])([CH3:2])[CH3:3], predict the reactants needed to synthesize it. The reactants are: [C:1]([O:5][C:6]([N:8]1[C:12](=[O:13])[CH2:11][CH2:10][C@H:9]1[CH2:14][C:15]1[CH:20]=[CH:19][C:18]([C:21]2[CH:26]=[CH:25][CH:24]=[CH:23][CH:22]=2)=[CH:17][CH:16]=1)=[O:7])([CH3:4])([CH3:3])[CH3:2].F[P-](F)(F)(F)(F)F.[Li+].C(OC(O[C:45]([CH3:48])([CH3:47])C)N(C)C)(C)(C)C.[CH3:49][NH:50]C.O1[CH2:56][CH2:55][CH2:54]C1.